From a dataset of Catalyst prediction with 721,799 reactions and 888 catalyst types from USPTO. Predict which catalyst facilitates the given reaction. (1) Reactant: [CH:1]1([CH2:7][NH:8][C:9]([C:11]2[C:12]([C:18]([F:21])([F:20])[F:19])=[N:13][C:14](Cl)=[N:15][CH:16]=2)=[O:10])[CH2:6][CH2:5][CH2:4][CH2:3][CH2:2]1.[Cl:22][C:23]1[CH:24]=[CH:25][C:26]([CH3:30])=[C:27]([CH:29]=1)[NH2:28]. Product: [CH:1]1([CH2:7][NH:8][C:9]([C:11]2[C:12]([C:18]([F:21])([F:20])[F:19])=[N:13][C:14]([NH:28][C:27]3[CH:29]=[C:23]([Cl:22])[CH:24]=[CH:25][C:26]=3[CH3:30])=[N:15][CH:16]=2)=[O:10])[CH2:6][CH2:5][CH2:4][CH2:3][CH2:2]1. The catalyst class is: 12. (2) Reactant: [H-].[Na+].[CH3:3][C:4]1[N:8]([C:9]2[CH:14]=[CH:13][CH:12]=[C:11]([C:15]([F:18])([F:17])[F:16])[CH:10]=2)[C:7](=[O:19])[NH:6][C:5]=1[C:20]1[N:24]([C:25]2[CH:32]=[CH:31][C:28]([C:29]#[N:30])=[CH:27][CH:26]=2)[N:23]=[CH:22][CH:21]=1.[CH3:33][S:34](Cl)(=[O:36])=[O:35].O. Product: [CH3:3][C:4]1[N:8]([C:9]2[CH:14]=[CH:13][CH:12]=[C:11]([C:15]([F:18])([F:17])[F:16])[CH:10]=2)[C:7](=[O:19])[N:6]([S:34]([CH3:33])(=[O:36])=[O:35])[C:5]=1[C:20]1[N:24]([C:25]2[CH:26]=[CH:27][C:28]([C:29]#[N:30])=[CH:31][CH:32]=2)[N:23]=[CH:22][CH:21]=1. The catalyst class is: 3. (3) Reactant: [CH2:1]([N:8]1[CH2:14][CH2:13][C:12](=O)[NH:11][CH2:10][CH2:9]1)[C:2]1[CH:7]=[CH:6][CH:5]=[CH:4][CH:3]=1.C(=O)(O)[O-].[Na+].P12(SP3(SP(SP(S3)(S1)=S)(=S)S2)=S)=[S:22]. Product: [CH2:1]([N:8]1[CH2:14][CH2:13][C:12](=[S:22])[NH:11][CH2:10][CH2:9]1)[C:2]1[CH:7]=[CH:6][CH:5]=[CH:4][CH:3]=1. The catalyst class is: 12. (4) Reactant: [CH3:1][O:2][C:3]1[CH:4]=[C:5]([CH:24]=[CH:25][C:26]=1[O:27][CH3:28])[CH2:6][NH:7][C:8]1[N:13]2[N:14]=[C:15]([C:17]3[O:18][CH:19]=[CH:20][CH:21]=3)[N:16]=[C:12]2[CH:11]=[C:10]([CH2:22][OH:23])[N:9]=1.[N:29]1[CH:34]=[CH:33][CH:32]=[C:31](O)[CH:30]=1.C(C=P(CCCC)(CCCC)CCCC)#N.C(=O)(O)[O-].[Na+]. Product: [CH3:1][O:2][C:3]1[CH:4]=[C:5]([CH:24]=[CH:25][C:26]=1[O:27][CH3:28])[CH2:6][NH:7][C:8]1[N:13]2[N:14]=[C:15]([C:17]3[O:18][CH:19]=[CH:20][CH:21]=3)[N:16]=[C:12]2[CH:11]=[C:10]([CH2:22][O:23][C:31]2[CH:30]=[N:29][CH:34]=[CH:33][CH:32]=2)[N:9]=1. The catalyst class is: 396. (5) Reactant: [C:1]([C:3]1[CH2:4][CH2:5][N:6]([C:9]([O:11][C:12]([CH3:15])([CH3:14])[CH3:13])=[O:10])[CH2:7][CH:8]=1)#[N:2].[Na].[CH3:17][SH:18]. Product: [C:1]([CH:3]1[CH2:4][CH2:5][N:6]([C:9]([O:11][C:12]([CH3:15])([CH3:14])[CH3:13])=[O:10])[CH2:7][CH:8]1[S:18][CH3:17])#[N:2]. The catalyst class is: 5.